Dataset: Reaction yield outcomes from USPTO patents with 853,638 reactions. Task: Predict the reaction yield, written as a fraction of the theoretical maximum amount of product (1.0 means a 100% yield; for example, 0.34 means a 34% yield). (1) The reactants are [CH3:1][S:2][C:3]1[N:4]=[CH:5][C:6]2[CH:12]=[N:11][CH:10]=[CH:9][C:7]=2[N:8]=1.CN(C)C=O.FC(F)(F)C(O)=O.[I:25]N1C(=O)CCC1=O.S([O-])([O-])(=O)=S.[Na+].[Na+]. The catalyst is O. The product is [I:25][C:9]1[C:7]2[N:8]=[C:3]([S:2][CH3:1])[N:4]=[CH:5][C:6]=2[CH:12]=[N:11][CH:10]=1. The yield is 0.850. (2) The reactants are CS(C)=O.C(Cl)(=O)C(Cl)=O.[C:11]([NH:30][C@@H:31]([CH2:34][CH3:35])[CH2:32][OH:33])([C:24]1[CH:29]=[CH:28][CH:27]=[CH:26][CH:25]=1)([C:18]1[CH:23]=[CH:22][CH:21]=[CH:20][CH:19]=1)[C:12]1[CH:17]=[CH:16][CH:15]=[CH:14][CH:13]=1.CCN(CC)CC. The catalyst is C(Cl)Cl.CCCCCC.CCOCC. The product is [C:11]([NH:30][C@@H:31]([CH2:34][CH3:35])[CH:32]=[O:33])([C:18]1[CH:19]=[CH:20][CH:21]=[CH:22][CH:23]=1)([C:24]1[CH:29]=[CH:28][CH:27]=[CH:26][CH:25]=1)[C:12]1[CH:17]=[CH:16][CH:15]=[CH:14][CH:13]=1. The yield is 0.910.